This data is from Reaction yield outcomes from USPTO patents with 853,638 reactions. The task is: Predict the reaction yield, written as a fraction of the theoretical maximum amount of product (1.0 means a 100% yield; for example, 0.34 means a 34% yield). (1) The reactants are [N+:1]([C:4]1[CH:9]=[CH:8][N:7]=[C:6]([NH2:10])[CH:5]=1)([O-:3])=[O:2].[CH:11]1([C:14](Cl)=[O:15])[CH2:13][CH2:12]1. The catalyst is N1C=CC=CC=1. The product is [N+:1]([C:4]1[CH:9]=[CH:8][N:7]=[C:6]([NH:10][C:14]([CH:11]2[CH2:13][CH2:12]2)=[O:15])[CH:5]=1)([O-:3])=[O:2]. The yield is 1.00. (2) The reactants are [O-]P([O-])([O-])=O.[K+].[K+].[K+].[CH:9]1([NH2:15])[CH2:14][CH2:13][CH2:12][CH2:11][CH2:10]1.C(O)CO.I[C:21]1[CH:26]=[CH:25][C:24]([O:27][CH3:28])=[CH:23][CH:22]=1.N. The catalyst is C(O)CCC.O.[Cu]I. The product is [CH3:28][O:27][C:24]1[CH:25]=[CH:26][C:21]([NH:15][CH:9]2[CH2:14][CH2:13][CH2:12][CH2:11][CH2:10]2)=[CH:22][CH:23]=1. The yield is 0.700. (3) The reactants are [CH3:1][S:2]([O:5][C:6]1[CH:7]=[C:8]2[C:13](=[CH:14][CH:15]=1)[CH:12]=[C:11]([CH2:16]O)[CH:10]=[CH:9]2)(=[O:4])=[O:3].C(Br)(Br)(Br)[Br:19].C1C=CC(P(C2C=CC=CC=2)C2C=CC=CC=2)=CC=1. The catalyst is C1COCC1.C(OCC)(=O)C. The product is [CH3:1][S:2]([O:5][C:6]1[CH:7]=[C:8]2[C:13](=[CH:14][CH:15]=1)[CH:12]=[C:11]([CH2:16][Br:19])[CH:10]=[CH:9]2)(=[O:4])=[O:3]. The yield is 0.310. (4) The reactants are CC([O-])(C)C.[K+].C([O:9][C:10](=O)[CH2:11][N:12]([CH:22]([C:24]1[CH:29]=[CH:28][CH:27]=[CH:26][CH:25]=1)[CH3:23])[CH:13]([CH3:21])[CH2:14][CH2:15][C:16]([O:18][CH2:19][CH3:20])=[O:17])C. The catalyst is C1(C)C=CC=CC=1. The product is [CH3:21][CH:13]1[CH2:14][CH:15]([C:16]([O:18][CH2:19][CH3:20])=[O:17])[C:10](=[O:9])[CH2:11][N:12]1[CH:22]([C:24]1[CH:29]=[CH:28][CH:27]=[CH:26][CH:25]=1)[CH3:23]. The yield is 0.640. (5) The reactants are [Br:1][C:2]1[C:3]([C:20]2[S:24][C:23]3[CH:25]=[CH:26][C:27]([O:29][CH2:30][C@@H:31]4[CH2:35][CH2:34][CH2:33][N:32]4C(OC(C)(C)C)=O)=[CH:28][C:22]=3[CH:21]=2)=[N:4][C:5]([NH:8][CH2:9][CH2:10][N:11]2[C:15]([CH3:17])([CH3:16])[C:14](=[O:18])[NH:13][C:12]2=[O:19])=[N:6][CH:7]=1.[F:43][C:44]([F:49])([F:48])[C:45]([OH:47])=[O:46]. The yield is 1.00. The product is [F:43][C:44]([F:49])([F:48])[C:45]([OH:47])=[O:46].[Br:1][C:2]1[C:3]([C:20]2[S:24][C:23]3[CH:25]=[CH:26][C:27]([O:29][CH2:30][C@@H:31]4[CH2:35][CH2:34][CH2:33][NH:32]4)=[CH:28][C:22]=3[CH:21]=2)=[N:4][C:5]([NH:8][CH2:9][CH2:10][N:11]2[C:15]([CH3:16])([CH3:17])[C:14](=[O:18])[NH:13][C:12]2=[O:19])=[N:6][CH:7]=1. The catalyst is ClCCl. (6) The reactants are [NH2:1][CH2:2][CH2:3][N:4]([CH3:15])[CH2:5][CH2:6][NH:7][C:8](=[O:14])[O:9][C:10]([CH3:13])([CH3:12])[CH3:11].[C:16](O)(=[O:23])[C:17]1[CH:22]=[CH:21][CH:20]=[N:19][CH:18]=1.CCN=C=NCCCN(C)C. The catalyst is CC#N.CCOC(C)=O. The product is [CH3:15][N:4]([CH2:3][CH2:2][NH:1][C:16](=[O:23])[C:17]1[CH:22]=[CH:21][CH:20]=[N:19][CH:18]=1)[CH2:5][CH2:6][NH:7][C:8](=[O:14])[O:9][C:10]([CH3:11])([CH3:12])[CH3:13]. The yield is 0.300. (7) The reactants are [Cl:1][C:2]1[CH:10]=[CH:9][C:5]([C:6]([NH2:8])=O)=[C:4]([O:11][CH2:12][CH2:13][CH3:14])[N:3]=1.N1C=CC=CC=1.P(Cl)(Cl)(Cl)=O. The yield is 0.980. The catalyst is C(#N)C. The product is [Cl:1][C:2]1[CH:10]=[CH:9][C:5]([C:6]#[N:8])=[C:4]([O:11][CH2:12][CH2:13][CH3:14])[N:3]=1. (8) The reactants are [Cl:1][C:2]1[CH:10]=[C:9]2[C:5]([C:6]([CH2:18][CH2:19]O)=[C:7]([Si:11]([CH2:16][CH3:17])([CH2:14][CH3:15])[CH2:12][CH3:13])[NH:8]2)=[CH:4][C:3]=1[CH3:21].C1(P(C2C=CC=CC=2)C2C=CC=CC=2)C=CC=CC=1.[Br:41]C(Br)(Br)Br. The catalyst is C1COCC1. The product is [Br:41][CH2:19][CH2:18][C:6]1[C:5]2[C:9](=[CH:10][C:2]([Cl:1])=[C:3]([CH3:21])[CH:4]=2)[NH:8][C:7]=1[Si:11]([CH2:16][CH3:17])([CH2:14][CH3:15])[CH2:12][CH3:13]. The yield is 0.420.